Dataset: Reaction yield outcomes from USPTO patents with 853,638 reactions. Task: Predict the reaction yield, written as a fraction of the theoretical maximum amount of product (1.0 means a 100% yield; for example, 0.34 means a 34% yield). (1) The reactants are [CH:1]1([N:4]2[C:8]([C:9]([N:11]3[CH2:16][CH2:15][CH:14]([N:17]4[CH2:21][CH2:20][CH2:19][CH2:18]4)[CH2:13][CH2:12]3)=[O:10])=[C:7]([C:22]3[CH:23]=[N:24][C:25](SC)=[N:26][CH:27]=3)[N:6]=[C:5]2[C:30]2[CH:35]=[CH:34][C:33]([O:36][C:37]([F:40])([F:39])[F:38])=[CH:32][CH:31]=2)[CH2:3][CH2:2]1.CC([N:44](C)C)=O. The catalyst is O.NN. The product is [NH2:44][C:25]1[N:26]=[CH:27][C:22]([C:7]2[N:6]=[C:5]([C:30]3[CH:31]=[CH:32][C:33]([O:36][C:37]([F:40])([F:39])[F:38])=[CH:34][CH:35]=3)[N:4]([CH:1]3[CH2:2][CH2:3]3)[C:8]=2[C:9]([N:11]2[CH2:16][CH2:15][CH:14]([N:17]3[CH2:21][CH2:20][CH2:19][CH2:18]3)[CH2:13][CH2:12]2)=[O:10])=[CH:23][N:24]=1. The yield is 0.170. (2) The reactants are Br[C:2]1[CH:3]=[N:4][CH:5]=[C:6]([C:8]([F:11])([F:10])[F:9])[CH:7]=1.C([Li])CCC.[O:17]=[C:18]1[CH2:23][CH2:22][N:21]([C:24]([O:26][C:27]([CH3:30])([CH3:29])[CH3:28])=[O:25])[CH2:20][CH2:19]1. The catalyst is C(Cl)Cl. The product is [C:27]([O:26][C:24]([N:21]1[CH2:22][CH2:23][C:18]([OH:17])([C:2]2[CH:3]=[N:4][CH:5]=[C:6]([C:8]([F:11])([F:10])[F:9])[CH:7]=2)[CH2:19][CH2:20]1)=[O:25])([CH3:30])([CH3:28])[CH3:29]. The yield is 0.250. (3) The reactants are CC1C=CC(S(O[CH2:12][CH2:13][CH2:14][C:15]2[C:23]3[C:18](=[CH:19][CH:20]=[CH:21][CH:22]=3)[NH:17][CH:16]=2)(=O)=O)=CC=1.[CH3:24][C:25]1[CH:30]=[C:29]([CH3:31])[N:28]=[C:27]([N:32]2[CH2:37][CH2:36][NH:35][CH2:34][CH2:33]2)[N:26]=1.C(=O)([O-])[O-].[K+].[K+].[I-].[K+]. The catalyst is C(#N)C. The product is [CH3:24][C:25]1[CH:30]=[C:29]([CH3:31])[N:28]=[C:27]([N:32]2[CH2:33][CH2:34][N:35]([CH2:12][CH2:13][CH2:14][C:15]3[C:23]4[C:18](=[CH:19][CH:20]=[CH:21][CH:22]=4)[NH:17][CH:16]=3)[CH2:36][CH2:37]2)[N:26]=1. The yield is 0.820. (4) The reactants are [Cl:1][C:2]1[C:7]([C:8]2[CH:9]=[CH:10][C:11]3[C:12]4[N:26](C5CCCCO5)[N:25]=[CH:24][C:13]=4[C:14](=[O:23])[N:15]([CH2:18][C:19]([F:22])([F:21])[F:20])[C:16]=3[CH:17]=2)=[CH:6][CH:5]=[CH:4][N:3]=1.ClC1C(C2C=CC3C4NN(C5CCCCO5)CC=4C(=O)N(CC(F)(F)F)C=3C=2)=CC=CN=1.Cl.O1CCOCC1. The catalyst is C(Cl)Cl. The product is [Cl:1][C:2]1[C:7]([C:8]2[CH:9]=[CH:10][C:11]3[C:12]4[NH:26][N:25]=[CH:24][C:13]=4[C:14](=[O:23])[N:15]([CH2:18][C:19]([F:22])([F:21])[F:20])[C:16]=3[CH:17]=2)=[CH:6][CH:5]=[CH:4][N:3]=1. The yield is 0.150. (5) The reactants are [CH2:1]([Mg]Br)[CH:2]=[CH2:3].[Cl:6][CH2:7][CH2:8][C:9]([C:11]1[CH:16]=[CH:15][C:14]([F:17])=[CH:13][CH:12]=1)=[O:10]. The catalyst is C1COCC1. The product is [Cl:6][CH2:7][CH2:8][C:9]([C:11]1[CH:12]=[CH:13][C:14]([F:17])=[CH:15][CH:16]=1)([OH:10])[CH2:3][CH:2]=[CH2:1]. The yield is 0.970. (6) The product is [C:21]1([C:2]2[N:7]=[C:6]([N:8]3[CH2:13][CH2:12][CH:11]([OH:14])[CH2:10][CH2:9]3)[CH:5]=[C:4]([C:15]3[CH:20]=[CH:19][CH:18]=[CH:17][CH:16]=3)[N:3]=2)[CH:26]=[CH:25][CH:24]=[CH:23][CH:22]=1. No catalyst specified. The reactants are Cl[C:2]1[N:7]=[C:6]([N:8]2[CH2:13][CH2:12][CH:11]([OH:14])[CH2:10][CH2:9]2)[CH:5]=[C:4]([C:15]2[CH:20]=[CH:19][CH:18]=[CH:17][CH:16]=2)[N:3]=1.[C:21]1(B(O)O)[CH:26]=[CH:25][CH:24]=[CH:23][CH:22]=1. The yield is 0.610. (7) The reactants are [CH2:1]([O:3][C:4]([C:6]1[CH:11]=[CH:10][CH:9]=[C:8]([SH:12])[N:7]=1)=[O:5])[CH3:2].Br[CH2:14][CH:15]1[CH2:17][CH2:16]1. No catalyst specified. The product is [CH2:1]([O:3][C:4]([C:6]1[CH:11]=[CH:10][CH:9]=[C:8]([S:12][CH2:14][CH:15]2[CH2:17][CH2:16]2)[N:7]=1)=[O:5])[CH3:2]. The yield is 0.810. (8) The reactants are [S:1]1[C:5]2[CH:6]=[CH:7][C:8]([OH:10])=[CH:9][C:4]=2[N:3]=[CH:2]1.[Br:11][CH2:12][CH2:13][CH2:14][CH2:15]Br.C([O-])([O-])=O.[K+].[K+]. The catalyst is CCO. The product is [Br:11][CH2:12][CH2:13][CH2:14][CH2:15][O:10][C:8]1[CH:7]=[CH:6][C:5]2[S:1][CH:2]=[N:3][C:4]=2[CH:9]=1. The yield is 0.390. (9) The reactants are [F:1][C:2]1[CH:19]=[CH:18][C:5](/[CH:6]=[N:7]/[C:8]2[CH:16]=[CH:15][CH:14]=[C:13]3[C:9]=2[CH2:10][O:11][C:12]3=[O:17])=[CH:4][CH:3]=1.[CH3:20][N:21]1[CH:25]=[N:24][N:23]=[C:22]1[CH:26]=O.[O-:28][CH2:29][CH3:30].[Na+].C(O)C. The catalyst is C(OCC)(=O)CC. The product is [F:1][C:2]1[CH:3]=[CH:4][C:5]([CH:6]2[CH:26]([C:22]3[N:21]([CH3:20])[CH:25]=[N:24][N:23]=3)[C:29](=[O:28])[C:30]3[C:13]([C:12]([O:11][CH2:10][CH3:9])=[O:17])=[CH:14][CH:15]=[CH:16][C:8]=3[NH:7]2)=[CH:18][CH:19]=1. The yield is 0.110. (10) The reactants are [NH2:1][C:2]1[O:6][N:5]=[C:4]([CH3:7])[C:3]=1[Br:8].[C:9]1([C:19]2[CH:24]=[CH:23][CH:22]=[CH:21][CH:20]=2)[CH:14]=[CH:13][CH:12]=[C:11]([S:15](Cl)(=[O:17])=[O:16])[CH:10]=1. No catalyst specified. The product is [Br:8][C:3]1[C:4]([CH3:7])=[N:5][O:6][C:2]=1[NH:1][S:15]([C:11]1[CH:10]=[C:9]([C:19]2[CH:20]=[CH:21][CH:22]=[CH:23][CH:24]=2)[CH:14]=[CH:13][CH:12]=1)(=[O:17])=[O:16]. The yield is 0.220.